Predict the reactants needed to synthesize the given product. From a dataset of Full USPTO retrosynthesis dataset with 1.9M reactions from patents (1976-2016). (1) Given the product [NH2:8][C@@:9]([CH3:37])([CH2:35][CH3:36])[C:10]([O:12][C:13]1[CH:18]=[CH:17][C:16]([CH2:19][N:20]([CH2:29][CH:30]2[CH2:31][CH2:32][CH2:33]2)[C:21]([C:23]2[NH:27][N:26]=[C:25]([Cl:28])[CH:24]=2)=[O:22])=[C:15]([F:34])[CH:14]=1)=[O:11], predict the reactants needed to synthesize it. The reactants are: C([NH:8][C@@:9]([CH3:37])([CH2:35][CH3:36])[C:10]([O:12][C:13]1[CH:18]=[CH:17][C:16]([CH2:19][N:20]([CH2:29][CH:30]2[CH2:33][CH2:32][CH2:31]2)[C:21]([C:23]2[NH:27][N:26]=[C:25]([Cl:28])[CH:24]=2)=[O:22])=[C:15]([F:34])[CH:14]=1)=[O:11])(OC(C)(C)C)=O.[SiH](CC)(CC)CC.C(O)(C(F)(F)F)=O. (2) Given the product [CH3:31][N:20]([CH:21]1[CH2:26][C:25]([CH3:28])([CH3:27])[NH:24][C:23]([CH3:30])([CH3:29])[CH2:22]1)[C:17]1[N:18]=[N:19][C:14]([C:11]2[CH:12]=[C:13]3[C:8]([CH:7]=[CH:6][N:5]=[C:4]3[OH:3])=[CH:9][C:10]=2[OH:32])=[CH:15][CH:16]=1, predict the reactants needed to synthesize it. The reactants are: C([O:3][C:4]1[C:13]2[C:8](=[CH:9][C:10]([O:32]C)=[C:11]([C:14]3[N:19]=[N:18][C:17]([N:20]([CH3:31])[CH:21]4[CH2:26][C:25]([CH3:28])([CH3:27])[NH:24][C:23]([CH3:30])([CH3:29])[CH2:22]4)=[CH:16][CH:15]=3)[CH:12]=2)[CH:7]=[CH:6][N:5]=1)C.C1(S)C=CC=CC=1. (3) Given the product [CH3:28][C:24]([N:29]1[C:37]2[C:32](=[CH:33][CH:34]=[C:35]([C:38]([F:40])([F:41])[F:39])[CH:36]=2)[CH:31]=[CH:30]1)([CH3:23])[C:25]([N:6]1[CH2:5][CH2:4][N:3]([C:8]2[CH:9]=[CH:10][C:11]([S:14]([NH:17][C:18]3[S:19][CH:20]=[CH:21][N:22]=3)(=[O:16])=[O:15])=[CH:12][CH:13]=2)[C:2](=[O:1])[CH2:7]1)=[O:26], predict the reactants needed to synthesize it. The reactants are: [O:1]=[C:2]1[CH2:7][NH:6][CH2:5][CH2:4][N:3]1[C:8]1[CH:13]=[CH:12][C:11]([S:14]([NH:17][C:18]2[S:19][CH:20]=[CH:21][N:22]=2)(=[O:16])=[O:15])=[CH:10][CH:9]=1.[CH3:23][C:24]([N:29]1[C:37]2[C:32](=[CH:33][CH:34]=[C:35]([C:38]([F:41])([F:40])[F:39])[CH:36]=2)[CH:31]=[CH:30]1)([CH3:28])[C:25](O)=[O:26].CN(C(ON1N=NC2C=CC=NC1=2)=[N+](C)C)C.F[P-](F)(F)(F)(F)F.C(=O)(O)[O-].[Na+]. (4) The reactants are: [OH:1][C:2]([CH3:24])([CH3:23])[CH2:3][CH2:4][O:5][C:6]1[CH:11]=[C:10]([CH3:12])[C:9]([C:13]2[CH:18]=[CH:17][CH:16]=[C:15]([CH:19]=[O:20])[C:14]=2[CH3:21])=[C:8]([CH3:22])[CH:7]=1.C(N(CC)CC)C.[C:32](OC(=O)C)(=[O:34])[CH3:33]. Given the product [C:32]([O:1][C:2]([CH3:24])([CH3:23])[CH2:3][CH2:4][O:5][C:6]1[CH:7]=[C:8]([CH3:22])[C:9]([C:13]2[CH:18]=[CH:17][CH:16]=[C:15]([CH:19]=[O:20])[C:14]=2[CH3:21])=[C:10]([CH3:12])[CH:11]=1)(=[O:34])[CH3:33], predict the reactants needed to synthesize it. (5) Given the product [CH3:1][O:2][C:3]([C:4]1[N:16]=[C:17]([NH2:19])[S:18][C:5]=1[C:6]1[CH:7]=[C:8]([CH3:12])[CH:9]=[CH:10][CH:11]=1)=[O:15], predict the reactants needed to synthesize it. The reactants are: [CH3:1][O:2][C:3](=[O:15])[C:4](=O)[CH:5](Cl)[C:6]1[CH:7]=[C:8]([CH3:12])[CH:9]=[CH:10][CH:11]=1.[NH2:16][C:17]([NH2:19])=[S:18]. (6) Given the product [Br:17][C:7]1[C:8](=[O:11])[NH:9][CH:10]=[C:5]([S:2]([CH3:1])(=[O:4])=[O:3])[CH:6]=1, predict the reactants needed to synthesize it. The reactants are: [CH3:1][S:2]([C:5]1[CH:6]=[CH:7][C:8](=[O:11])[NH:9][CH:10]=1)(=[O:4])=[O:3].C([O-])(=O)C.[Na+].[Br:17]Br. (7) The reactants are: [F:1][C:2]1[CH:20]=[C:19]([F:21])[CH:18]=[CH:17][C:3]=1[CH2:4][O:5][C:6]1[CH:14]=[CH:13][C:12]([CH:15]=[O:16])=[CH:11][C:7]=1[C:8]([OH:10])=O.[CH2:22]([N:27](CCCCC)[C:28](=O)[C:29]1C=C(C=O)[CH:32]=[CH:31][C:30]=1OC)[CH2:23][CH2:24][CH2:25][CH3:26]. Given the product [CH2:28]([N:27]([CH2:22][CH2:23][CH2:24][CH2:25][CH3:26])[C:8](=[O:10])[C:7]1[CH:11]=[C:12]([CH:15]=[O:16])[CH:13]=[CH:14][C:6]=1[O:5][CH2:4][C:3]1[CH:17]=[CH:18][C:19]([F:21])=[CH:20][C:2]=1[F:1])[CH2:29][CH2:30][CH2:31][CH3:32], predict the reactants needed to synthesize it. (8) Given the product [Cl:30][C:17]1[CH:16]=[C:15]([NH:14][C:11]2[C:12]3[S:13][C:5]([C:4]#[C:3][CH2:2][NH:1][C:39](=[O:40])[CH2:38][N:35]4[CH2:36][CH2:37][N:32]([CH3:31])[CH2:33][CH2:34]4)=[CH:6][C:7]=3[N:8]=[CH:9][N:10]=2)[CH:20]=[CH:19][C:18]=1[O:21][CH2:22][C:23]1[CH:28]=[CH:27][CH:26]=[C:25]([F:29])[CH:24]=1, predict the reactants needed to synthesize it. The reactants are: [NH2:1][CH2:2][C:3]#[C:4][C:5]1[S:13][C:12]2[C:11]([NH:14][C:15]3[CH:20]=[CH:19][C:18]([O:21][CH2:22][C:23]4[CH:28]=[CH:27][CH:26]=[C:25]([F:29])[CH:24]=4)=[C:17]([Cl:30])[CH:16]=3)=[N:10][CH:9]=[N:8][C:7]=2[CH:6]=1.[CH3:31][N:32]1[CH2:37][CH2:36][N:35]([CH2:38][C:39](O)=[O:40])[CH2:34][CH2:33]1.C(N(CC)CC)C.C(P(=O)(OCC)OCC)#N. (9) The reactants are: [Br:1]N1C(=O)CCC1=O.[CH:9]1([O:15][C:16]2[N:24]=[C:23]3[C:19]([N:20]=[CH:21][N:22]3[CH:25]3[CH2:30][CH2:29][CH2:28][CH2:27][O:26]3)=[C:18]([NH2:31])[N:17]=2)[CH2:14][CH2:13][CH2:12][CH2:11][CH2:10]1.O. Given the product [Br:1][C:21]1[N:22]([CH:25]2[CH2:30][CH2:29][CH2:28][CH2:27][O:26]2)[C:23]2[C:19]([N:20]=1)=[C:18]([NH2:31])[N:17]=[C:16]([O:15][CH:9]1[CH2:10][CH2:11][CH2:12][CH2:13][CH2:14]1)[N:24]=2, predict the reactants needed to synthesize it. (10) Given the product [CH3:9][O:8][C:5]1[CH:6]=[CH:7][C:2]([C:15]#[C:14][Si:11]([CH3:13])([CH3:12])[CH3:10])=[CH:3][CH:4]=1, predict the reactants needed to synthesize it. The reactants are: Br[C:2]1[CH:7]=[CH:6][C:5]([O:8][CH3:9])=[CH:4][CH:3]=1.[CH3:10][Si:11]([C:14]#[CH:15])([CH3:13])[CH3:12].N1C=CC=CC=1.